Task: Predict which catalyst facilitates the given reaction.. Dataset: Catalyst prediction with 721,799 reactions and 888 catalyst types from USPTO (1) Reactant: [Mg].Br[C:3]1[CH:8]=[CH:7][C:6]([F:9])=[CH:5][C:4]=1[CH3:10].C[O:12][C:13]1[CH:18]=[CH:17][N:16]=[CH:15][CH:14]=1.[CH2:19]([O:26][C:27](Cl)=[O:28])[C:20]1[CH:25]=[CH:24][CH:23]=[CH:22][CH:21]=1.C(O)(=O)CC(CC(O)=O)(C(O)=O)O. Product: [CH2:19]([O:26][C:27]([N:16]1[CH:17]=[CH:18][C:13](=[O:12])[CH2:14][CH:15]1[C:3]1[CH:8]=[CH:7][C:6]([F:9])=[CH:5][C:4]=1[CH3:10])=[O:28])[C:20]1[CH:25]=[CH:24][CH:23]=[CH:22][CH:21]=1. The catalyst class is: 7. (2) Reactant: [Br:1][C:2]1[S:6][CH:5]=[C:4]([C@@H:7]2[CH2:9][C@H:8]2[C:10]([OH:12])=[O:11])[CH:3]=1.[NH2:13][C@H:14]([CH2:17][C:18]1[CH:23]=[CH:22][CH:21]=[CH:20][CH:19]=1)[CH2:15][OH:16].C(OC(C)C)(C)C. The catalyst class is: 8. Product: [NH2:13][C@H:14]([CH2:17][C:18]1[CH:23]=[CH:22][CH:21]=[CH:20][CH:19]=1)[CH2:15][OH:16].[Br:1][C:2]1[S:6][CH:5]=[C:4]([C@@H:7]2[CH2:9][C@H:8]2[C:10]([O-:12])=[O:11])[CH:3]=1. (3) Reactant: Cl[C:2]1[C:3]2[C:4](=[CH:19][N:20](CC3C=CC(OC)=CC=3)[N:21]=2)[N:5]=[C:6]([C:8]2[CH:9]=[C:10]([NH:14][S:15]([CH3:18])(=[O:17])=[O:16])[CH:11]=[CH:12][CH:13]=2)[N:7]=1.[CH3:31][O:32][C:33]1[CH:34]=[C:35]([CH:37]=[CH:38][C:39]=1[O:40][CH3:41])[NH2:36].Cl. Product: [CH3:31][O:32][C:33]1[CH:34]=[C:35]([NH:36][C:2]2[C:3]3[NH:21][N:20]=[CH:19][C:4]=3[N:5]=[C:6]([C:8]3[CH:9]=[C:10]([NH:14][S:15]([CH3:18])(=[O:16])=[O:17])[CH:11]=[CH:12][CH:13]=3)[N:7]=2)[CH:37]=[CH:38][C:39]=1[O:40][CH3:41]. The catalyst class is: 71. (4) The catalyst class is: 4. Reactant: [CH3:1][O:2][C:3]1[CH:10]=[C:9]([O:11][CH3:12])[CH:8]=[CH:7][C:4]=1[CH2:5][NH2:6].[C:13](=O)(O)[O-:14].[Na+].ClC(Cl)(OC(=O)OC(Cl)(Cl)Cl)Cl. Product: [CH3:1][O:2][C:3]1[CH:10]=[C:9]([O:11][CH3:12])[CH:8]=[CH:7][C:4]=1[CH2:5][N:6]=[C:13]=[O:14]. (5) Reactant: [CH3:1][O:2][C:3]([C@@H:5]1[CH2:9][C@@H:8]([OH:10])[CH2:7][N:6]1[C:11]([O:13][C:14]([CH3:17])([CH3:16])[CH3:15])=[O:12])=[O:4].[N+:18]([C:21]1[CH:22]=[C:23]([S:27](Cl)(=[O:29])=[O:28])[CH:24]=[CH:25][CH:26]=1)([O-:20])=[O:19]. Product: [CH3:1][O:2][C:3]([C@@H:5]1[CH2:9][C@@H:8]([O:10][S:27]([C:23]2[CH:24]=[CH:25][CH:26]=[C:21]([N+:18]([O-:20])=[O:19])[CH:22]=2)(=[O:28])=[O:29])[CH2:7][N:6]1[C:11]([O:13][C:14]([CH3:17])([CH3:16])[CH3:15])=[O:12])=[O:4]. The catalyst class is: 2.